From a dataset of Catalyst prediction with 721,799 reactions and 888 catalyst types from USPTO. Predict which catalyst facilitates the given reaction. (1) Reactant: [F:1][C:2]1[C:7]([O:8][CH3:9])=[CH:6][C:5]([O:10][CH3:11])=[C:4]([F:12])[C:3]=1[N:13]1[CH2:22][C:21]2[CH:20]=[N:19][C:18]3[N:23]([S:31]([C:34]4[CH:39]=[CH:38][CH:37]=[CH:36][CH:35]=4)(=[O:33])=[O:32])[C:24](/[CH:26]=[CH:27]/[O:28]CC)=[CH:25][C:17]=3[C:16]=2[C:15]([CH3:41])([CH3:40])[C:14]1=[O:42].Cl. Product: [F:12][C:4]1[C:5]([O:10][CH3:11])=[CH:6][C:7]([O:8][CH3:9])=[C:2]([F:1])[C:3]=1[N:13]1[CH2:22][C:21]2[CH:20]=[N:19][C:18]3[N:23]([S:31]([C:34]4[CH:39]=[CH:38][CH:37]=[CH:36][CH:35]=4)(=[O:32])=[O:33])[C:24]([CH2:26][CH:27]=[O:28])=[CH:25][C:17]=3[C:16]=2[C:15]([CH3:40])([CH3:41])[C:14]1=[O:42]. The catalyst class is: 595. (2) Reactant: [C:1]1([C:8]2[CH:13]=[CH:12][C:11]([CH2:14][CH2:15][C:16]([CH3:32])([S:28]([CH3:31])(=[O:30])=[O:29])[C:17]([NH:19][O:20]C(OC)CCCC)=[O:18])=[CH:10][CH:9]=2)[CH2:7][CH2:6][CH2:5][CH2:4][CH2:3][CH:2]=1.Cl.CO. Product: [C:1]1([C:8]2[CH:13]=[CH:12][C:11]([CH2:14][CH2:15][C:16]([CH3:32])([S:28]([CH3:31])(=[O:30])=[O:29])[C:17]([NH:19][OH:20])=[O:18])=[CH:10][CH:9]=2)[CH2:7][CH2:6][CH2:5][CH2:4][CH2:3][CH:2]=1. The catalyst class is: 2. (3) Reactant: [F:1][C:2]([F:19])([C:8]1[CH:13]=[CH:12][C:11]([O:14][CH:15]([CH3:17])[CH3:16])=[CH:10][C:9]=1[CH3:18])[C:3]([O:5]CC)=[O:4].CO.O.[OH-].[Li+]. Product: [F:1][C:2]([F:19])([C:8]1[CH:13]=[CH:12][C:11]([O:14][CH:15]([CH3:16])[CH3:17])=[CH:10][C:9]=1[CH3:18])[C:3]([OH:5])=[O:4]. The catalyst class is: 7. (4) Reactant: [C:1]([O:5][C:6]([NH:8][CH2:9][CH2:10][N:11]([C:22](=[O:25])[CH2:23]Cl)[C@H:12]1[CH2:17][CH2:16][C@H:15]([C:18]([O:20][CH3:21])=[O:19])[CH2:14][CH2:13]1)=[O:7])([CH3:4])([CH3:3])[CH3:2].[H-].[Na+].[Cl-].[NH4+].O. Product: [CH3:21][O:20][C:18]([C@H:15]1[CH2:16][CH2:17][C@H:12]([N:11]2[CH2:10][CH2:9][N:8]([C:6]([O:5][C:1]([CH3:4])([CH3:3])[CH3:2])=[O:7])[CH2:23][C:22]2=[O:25])[CH2:13][CH2:14]1)=[O:19]. The catalyst class is: 80.